This data is from Forward reaction prediction with 1.9M reactions from USPTO patents (1976-2016). The task is: Predict the product of the given reaction. Given the reactants [CH3:1][S:2](=[N:14][C:15](=[O:19])[O:16][CH2:17][CH3:18])([CH2:4][C:5]1[CH:10]=[CH:9][CH:8]=[C:7]([N+:11]([O-])=O)[CH:6]=1)=[O:3].[OH-].[Na+].[Cl-].[Na+], predict the reaction product. The product is: [NH2:11][C:7]1[CH:6]=[C:5]([CH:10]=[CH:9][CH:8]=1)[CH2:4][S:2](=[N:14][C:15](=[O:19])[O:16][CH2:17][CH3:18])([CH3:1])=[O:3].